This data is from Forward reaction prediction with 1.9M reactions from USPTO patents (1976-2016). The task is: Predict the product of the given reaction. (1) Given the reactants [Br:1][C:2]1[CH:6]=[CH:5][N:4]([C:7]2[C:12]([Cl:13])=[CH:11][CH:10]=[CH:9][N:8]=2)[N:3]=1.C([N-]C(C)C)(C)C.[Li+].[C:22](=[O:24])=[O:23].[OH-].[Na+], predict the reaction product. The product is: [Br:1][C:2]1[CH:6]=[C:5]([C:22]([OH:24])=[O:23])[N:4]([C:7]2[C:12]([Cl:13])=[CH:11][CH:10]=[CH:9][N:8]=2)[N:3]=1. (2) Given the reactants [CH:1](NNC(C)C)(C)C.[Li]CCCC.[Si:14]([O:21][CH2:22][CH:23]1[CH2:28][CH2:27][CH:26]([C:29]([O:31][CH3:32])=[O:30])[CH2:25][CH2:24]1)([C:17]([CH3:20])([CH3:19])[CH3:18])([CH3:16])[CH3:15].IC.[NH4+].[Cl-], predict the reaction product. The product is: [Si:14]([O:21][CH2:22][CH:23]1[CH2:24][CH2:25][C:26]([CH3:1])([C:29]([O:31][CH3:32])=[O:30])[CH2:27][CH2:28]1)([C:17]([CH3:20])([CH3:19])[CH3:18])([CH3:15])[CH3:16]. (3) Given the reactants [OH:1][CH:2]([CH2:27][CH3:28])[CH2:3][C:4]1[O:8][N:7]=[C:6]([CH2:9][CH2:10][C@@:11]([CH3:26])([S:22]([CH3:25])(=[O:24])=[O:23])[C:12]([O:14][CH2:15][C:16]2[CH:21]=[CH:20][CH:19]=[CH:18][CH:17]=2)=[O:13])[CH:5]=1.[CH3:29][S:30](Cl)(=[O:32])=[O:31], predict the reaction product. The product is: [CH3:26][C@@:11]([S:22]([CH3:25])(=[O:23])=[O:24])([CH2:10][CH2:9][C:6]1[CH:5]=[C:4]([CH2:3][CH:2]([O:1][S:30]([CH3:29])(=[O:32])=[O:31])[CH2:27][CH3:28])[O:8][N:7]=1)[C:12]([O:14][CH2:15][C:16]1[CH:21]=[CH:20][CH:19]=[CH:18][CH:17]=1)=[O:13]. (4) Given the reactants [Cl:1][C:2]1[CH:9]=[CH:8][C:5]([CH:6]=[O:7])=[CH:4][CH:3]=1.Br[CH2:11][CH:12]=[CH2:13], predict the reaction product. The product is: [Cl:1][C:2]1[CH:9]=[CH:8][C:5]([CH:6]([OH:7])[CH2:13][CH:12]=[CH2:11])=[CH:4][CH:3]=1. (5) Given the reactants [CH2:1]([O:3][C:4]([C:6]1(C(O)=O)[CH2:9][N:8]([C:10]([O:12][C:13]([CH3:16])([CH3:15])[CH3:14])=[O:11])[CH2:7]1)=[O:5])[CH3:2].C1(P(N=[N+]=[N-])(C2C=CC=CC=2)=[O:27])C=CC=CC=1.C([N:39]([CH2:42]C)CC)C.[CH2:44]([OH:51])[C:45]1[CH:50]=[CH:49][CH:48]=[CH:47][CH:46]=1, predict the reaction product. The product is: [CH2:1]([O:3][C:4]([C:6]1([NH:39][C:42]([O:51][CH2:44][C:45]2[CH:50]=[CH:49][CH:48]=[CH:47][CH:46]=2)=[O:27])[CH2:7][N:8]([C:10]([O:12][C:13]([CH3:14])([CH3:15])[CH3:16])=[O:11])[CH2:9]1)=[O:5])[CH3:2]. (6) Given the reactants [OH-].[Na+].C([O:11][CH:12]1[CH2:16][CH:15]([C:17]2[N:21]3[C:22]4[CH:28]=[CH:27][N:26]([CH2:29][O:30][CH2:31][CH2:32][Si:33]([CH3:36])([CH3:35])[CH3:34])[C:23]=4[N:24]=[CH:25][C:20]3=[N:19][N:18]=2)[CH:14]([CH2:37][CH3:38])[CH2:13]1)(=O)C1C=CC=CC=1, predict the reaction product. The product is: [CH2:37]([CH:14]1[CH:15]([C:17]2[N:21]3[C:22]4[CH:28]=[CH:27][N:26]([CH2:29][O:30][CH2:31][CH2:32][Si:33]([CH3:34])([CH3:36])[CH3:35])[C:23]=4[N:24]=[CH:25][C:20]3=[N:19][N:18]=2)[CH2:16][CH:12]([OH:11])[CH2:13]1)[CH3:38]. (7) Given the reactants [Cl:1][C:2]1[CH:7]=[CH:6][CH:5]=[CH:4][C:3]=1[S:8]([NH:11][CH2:12][C:13]1[S:14][C:15]([C:18]2[CH:23]=[CH:22][CH:21]=[C:20]([S:24]([CH3:27])(=[O:26])=[O:25])[CH:19]=2)=[CH:16][CH:17]=1)(=[O:10])=[O:9].[H-].[Na+].Br[CH2:31][CH:32]([CH3:34])[CH3:33], predict the reaction product. The product is: [Cl:1][C:2]1[CH:7]=[CH:6][CH:5]=[CH:4][C:3]=1[S:8]([N:11]([CH2:31][CH:32]([CH3:34])[CH3:33])[CH2:12][C:13]1[S:14][C:15]([C:18]2[CH:23]=[CH:22][CH:21]=[C:20]([S:24]([CH3:27])(=[O:26])=[O:25])[CH:19]=2)=[CH:16][CH:17]=1)(=[O:9])=[O:10].